From a dataset of Forward reaction prediction with 1.9M reactions from USPTO patents (1976-2016). Predict the product of the given reaction. (1) Given the reactants [N:1]1([C:7]2[N:8]=[C:9]([CH2:14][C:15]([O-:17])=O)[NH:10][C:11](=[O:13])[CH:12]=2)[CH2:6][CH2:5][O:4][CH2:3][CH2:2]1.[Na+].[NH2:19][C:20]1[CH:21]=[CH:22][CH:23]=[C:24]2[C:29]=1[NH:28][CH2:27][CH2:26][CH2:25]2.Cl.CN(C)CCCN=C=NCC, predict the reaction product. The product is: [N:1]1([C:7]2[N:8]=[C:9]([CH2:14][C:15]([NH:19][C:20]3[CH:21]=[CH:22][CH:23]=[C:24]4[C:29]=3[NH:28][CH2:27][CH2:26][CH2:25]4)=[O:17])[NH:10][C:11](=[O:13])[CH:12]=2)[CH2:2][CH2:3][O:4][CH2:5][CH2:6]1. (2) Given the reactants [CH3:1][S:2][C:3]1[S:4][C:5]2[C:6]([N:11]=1)=[N:7][CH:8]=[CH:9][CH:10]=2.[S:12]([C:17]1[CH:23]=[CH:22][C:20]([CH3:21])=[CH:19][CH:18]=1)([O:15][CH3:16])(=[O:14])=[O:13], predict the reaction product. The product is: [S:12]([C:17]1[CH:23]=[CH:22][C:20]([CH3:21])=[CH:19][CH:18]=1)([O-:15])(=[O:14])=[O:13].[CH3:16][N+:11]1[C:6]2=[N:7][CH:8]=[CH:9][CH:10]=[C:5]2[S:4][C:3]=1[S:2][CH3:1]. (3) Given the reactants O=C1C2C=CC=CC=2C(=O)[N:3]1[CH2:12][C@H:13]([NH:21][C:22]([NH:24][NH:25][C:26]([C:28]1[CH:33]=[CH:32][C:31]2[CH:34]=[N:35][CH:36]=[C:37]([CH:38]([CH3:40])[CH3:39])[C:30]=2[N:29]=1)=O)=[S:23])[CH2:14][C:15]1[CH:20]=[CH:19][CH:18]=[CH:17][CH:16]=1.N[C@H](CC1C=CC=CC=1)CN1C(=O)C2C=CC=CC=2C1=O.C(N(CC)CC)C.N1C=CC=CC=1OC(OC1C=CC=CN=1)=S.CC(C1C2N=C(C(NN)=O)C=CC=2C=NC=1)C, predict the reaction product. The product is: [NH2:3][CH2:12][C@H:13]([NH:21][C:22]1[S:23][C:26]([C:28]2[CH:33]=[CH:32][C:31]3[CH:34]=[N:35][CH:36]=[C:37]([CH:38]([CH3:40])[CH3:39])[C:30]=3[N:29]=2)=[N:25][N:24]=1)[CH2:14][C:15]1[CH:20]=[CH:19][CH:18]=[CH:17][CH:16]=1. (4) Given the reactants [C:1]1(=[O:8])[CH2:6][CH2:5][C:4](=[O:7])[CH2:3][CH2:2]1.O1CCCC1.[C:14]1([Li])[CH:19]=[CH:18][CH:17]=[CH:16][CH:15]=1.[Cl-].[NH4+], predict the reaction product. The product is: [C:14]1([C:1]2([OH:8])[CH2:6][CH2:5][C:4](=[O:7])[CH2:3][CH2:2]2)[CH:19]=[CH:18][CH:17]=[CH:16][CH:15]=1.